This data is from Forward reaction prediction with 1.9M reactions from USPTO patents (1976-2016). The task is: Predict the product of the given reaction. (1) Given the reactants Br[C:2]1[CH:9]=[C:8]([NH:10][CH:11]2[CH2:17][CH2:16][CH2:15][CH2:14][NH:13][C:12]2=[O:18])[CH:7]=[CH:6][C:3]=1[C:4]#[N:5].Cl.[NH2:20][C:21]1[S:25][N:24]=[C:23]([CH3:26])[CH:22]=1.C([O-])([O-])=O.[K+].[K+].C1C=CC(P(C2C(C3C(P(C4C=CC=CC=4)C4C=CC=CC=4)=CC=C4C=3C=CC=C4)=C3C(C=CC=C3)=CC=2)C2C=CC=CC=2)=CC=1, predict the reaction product. The product is: [CH3:26][C:23]1[CH:22]=[C:21]([NH:20][C:2]2[CH:9]=[C:8]([NH:10][CH:11]3[CH2:17][CH2:16][CH2:15][CH2:14][NH:13][C:12]3=[O:18])[CH:7]=[CH:6][C:3]=2[C:4]#[N:5])[S:25][N:24]=1. (2) Given the reactants [CH2:1]([O:3][C:4]1[C:9]2[B:10]([OH:17])[O:11][CH:12]([CH2:13][N+:14]([O-:16])=[O:15])[C:8]=2[CH:7]=[CH:6][CH:5]=1)[CH3:2].C1C(=O)N([Cl:25])C(=O)C1, predict the reaction product. The product is: [Cl:25][C:7]1[C:8]2[CH:12]([CH2:13][N+:14]([O-:16])=[O:15])[O:11][B:10]([OH:17])[C:9]=2[C:4]([O:3][CH2:1][CH3:2])=[CH:5][CH:6]=1. (3) Given the reactants [OH-].[Na+].C1(C[O:10][C:11]([C:13]2([NH:19][C:20]([C:22]3[CH:27]=[CH:26][C:25]([CH2:28][N:29]([CH3:31])[CH3:30])=[CH:24][CH:23]=3)=O)[CH2:18][CH2:17][CH2:16][CH2:15][CH2:14]2)=[O:12])C=CC=CC=1.Cl.C(N(CC)CC)C.Cl.C(N=C=NCCCN(C)C)C, predict the reaction product. The product is: [CH3:30][N:29]([CH2:28][C:25]1[CH:26]=[CH:27][C:22]([C:20]2[O:10][C:11](=[O:12])[C:13]3([CH2:14][CH2:15][CH2:16][CH2:17][CH2:18]3)[N:19]=2)=[CH:23][CH:24]=1)[CH3:31]. (4) Given the reactants [CH3:1][C:2]1[O:6][N:5]=[C:4]([C:7]2[CH:12]=[CH:11][C:10]([NH:13][CH2:14][C:15]([O-:17])=[O:16])=[CH:9][CH:8]=2)[N:3]=1.[OH-].[Na+].Cl, predict the reaction product. The product is: [CH3:1][C:2]1[O:6][N:5]=[C:4]([C:7]2[CH:8]=[CH:9][C:10]([NH:13][CH2:14][C:15]([OH:17])=[O:16])=[CH:11][CH:12]=2)[N:3]=1. (5) Given the reactants [P:1]([O:13][CH2:14][C@H:15]1[O:19][C@@H:18]([N:20]2[CH:27]=[C:26]([C:28]#[C:29][CH2:30][O:31][CH2:32][CH2:33][NH:34]C(=O)C(F)(F)F)[C:24]([NH2:25])=[N:23][C:21]2=[O:22])[CH2:17][CH2:16]1)([O:4][P:5]([O:8][P:9]([OH:12])([OH:11])=[O:10])([OH:7])=[O:6])(=[O:3])[OH:2], predict the reaction product. The product is: [P:1]([O:13][CH2:14][C@H:15]1[O:19][C@@H:18]([N:20]2[CH:27]=[C:26]([C:28]#[C:29][CH2:30][O:31][CH2:32][CH2:33][NH2:34])[C:24]([NH2:25])=[N:23][C:21]2=[O:22])[CH2:17][CH2:16]1)([O:4][P:5]([O:8][P:9]([OH:11])([OH:12])=[O:10])([OH:7])=[O:6])(=[O:2])[OH:3]. (6) The product is: [S:14]1[C:18]2[CH:19]=[CH:20][CH:21]=[CH:22][C:17]=2[N:16]=[C:15]1[NH:23][C@H:24]1[CH2:25][C@H:26]([N:28]2[C:2]3[CH:7]=[CH:6][CH:5]=[CH:4][C:3]=3[N:8]([CH3:13])[C:9]2=[O:10])[CH2:27]1. Given the reactants Br[C:2]1[CH:7]=[CH:6][CH:5]=[CH:4][C:3]=1[N:8]([CH3:13])[C:9](=O)[O:10]C.[S:14]1[C:18]2[CH:19]=[CH:20][CH:21]=[CH:22][C:17]=2[N:16]=[C:15]1[NH:23][C@H:24]1[CH2:27][C@H:26]([NH2:28])[CH2:25]1.CC(C)([O-])C.[Na+], predict the reaction product. (7) The product is: [F:10][C:9]1[C:4]([F:3])=[CH:5][C:6]([CH3:14])=[CH:7][C:8]=1[OH:11]. Given the reactants OO.[F:3][C:4]1[C:9]([F:10])=[C:8]([O:11]CC)[CH:7]=[C:6]([CH3:14])[C:5]=1OB(O)O.S([O-])(O)=O.[Na+], predict the reaction product.